Task: Predict which catalyst facilitates the given reaction.. Dataset: Catalyst prediction with 721,799 reactions and 888 catalyst types from USPTO (1) Reactant: C(N(C(C)C)CC)(C)C.[C:10]([CH:12]1[CH2:14][CH2:13]1)#[CH:11].Br[C:16]#[C:17][C:18]#[C:19][C:20]1[CH:29]=[CH:28][C:23]([C:24]([O:26][CH3:27])=[O:25])=[CH:22][CH:21]=1. Product: [CH:12]1([C:10]#[C:11][C:16]#[C:17][C:18]#[C:19][C:20]2[CH:21]=[CH:22][C:23]([C:24]([O:26][CH3:27])=[O:25])=[CH:28][CH:29]=2)[CH2:14][CH2:13]1. The catalyst class is: 540. (2) Reactant: [O:1]([C:8]1[CH:13]=[CH:12][C:11]([CH2:14][C:15]([OH:17])=O)=[CH:10][CH:9]=1)[C:2]1[CH:7]=[CH:6][CH:5]=[CH:4][CH:3]=1.[CH2:18](Cl)CCl.C1C=CC2N(O)N=NC=2C=1.CCN(CC)CC.[N:39]1([C:44]2[C:52]3[C:47](=[CH:48][CH:49]=[C:50]([NH2:53])[CH:51]=3)[NH:46][N:45]=2)[CH:43]=[CH:42][N:41]=[CH:40]1. Product: [CH2:2]([O:1][C:8]1[CH:9]=[CH:10][C:11]([CH2:14][C:15]([NH:53][C:50]2[CH:51]=[C:52]3[C:47](=[CH:48][CH:49]=2)[NH:46][N:45]=[C:44]3[N:39]2[CH:43]=[CH:42][N:41]=[CH:40]2)=[O:17])=[CH:12][CH:13]=1)[C:7]1[CH:6]=[CH:5][CH:4]=[CH:3][CH:18]=1. The catalyst class is: 39. (3) Reactant: O[CH2:2][CH2:3][CH:4]1[O:9][CH2:8][CH2:7][N:6]([C:10]([O:12][C:13]([CH3:16])([CH3:15])[CH3:14])=[O:11])[CH2:5]1.N1C=CN=C1.[Br:22]C(Br)(Br)Br.C1(P(C2C=CC=CC=2)C2C=CC=CC=2)C=CC=CC=1. Product: [Br:22][CH2:2][CH2:3][CH:4]1[O:9][CH2:8][CH2:7][N:6]([C:10]([O:12][C:13]([CH3:16])([CH3:15])[CH3:14])=[O:11])[CH2:5]1. The catalyst class is: 2. (4) Reactant: [NH2:1][C:2]1[N:7]=[CH:6][N:5]=[C:4]2[N:8]([CH:30]3[CH2:35][N:34](C(OC(C)(C)C)=O)[CH:33]([CH3:43])[CH2:32][CH2:31]3)[N:9]=[C:10]([C:11]3[CH:16]=[CH:15][C:14]([C:17](=[O:29])[NH:18][C:19]4[CH:24]=[C:23]([C:25]([F:28])([F:27])[F:26])[CH:22]=[CH:21][N:20]=4)=[CH:13][CH:12]=3)[C:3]=12.C(O)(C(F)(F)F)=O. Product: [NH2:1][C:2]1[N:7]=[CH:6][N:5]=[C:4]2[N:8]([C@H:30]3[CH2:31][CH2:32][C@@H:33]([CH3:43])[NH:34][CH2:35]3)[N:9]=[C:10]([C:11]3[CH:12]=[CH:13][C:14]([C:17]([NH:18][C:19]4[CH:24]=[C:23]([C:25]([F:27])([F:26])[F:28])[CH:22]=[CH:21][N:20]=4)=[O:29])=[CH:15][CH:16]=3)[C:3]=12. The catalyst class is: 2. (5) Reactant: Cl.C[O:3][C:4](=[O:17])[C@H:5]([CH2:7][C:8]1[C:16]2[C:11](=[CH:12][CH:13]=[CH:14][CH:15]=2)[NH:10][CH:9]=1)[NH2:6]. Product: [NH2:6][C@H:5]([C:4]([OH:17])=[O:3])[CH2:7][C:8]1[C:16]2[C:11](=[CH:12][CH:13]=[CH:14][CH:15]=2)[NH:10][CH:9]=1. The catalyst class is: 4. (6) Reactant: [F:1][C:2]1[CH:12]=[CH:11][CH:10]=[C:9]([F:13])[C:3]=1[C:4]([N:6]=[C:7]=[O:8])=[O:5].[CH3:14][C:15]1[C:22]([CH3:23])=[C:21]([S:24][C:25]([F:28])([F:27])[F:26])[CH:20]=[CH:19][C:16]=1[NH:17][CH3:18].CCCCCC. Product: [F:1][C:2]1[CH:12]=[CH:11][CH:10]=[C:9]([F:13])[C:3]=1[C:4]([NH:6][C:7](=[O:8])[N:17]([C:16]1[CH:19]=[CH:20][C:21]([S:24][C:25]([F:28])([F:26])[F:27])=[C:22]([CH3:23])[C:15]=1[CH3:14])[CH3:18])=[O:5]. The catalyst class is: 282. (7) Reactant: [NH:1]1[C:9]2[C:4](=[CH:5][CH:6]=[CH:7][CH:8]=2)[C:3]([CH2:10][C:11]([OH:13])=O)=[CH:2]1.C(N1C=CN=C1)(N1C=CN=C1)=O.[CH2:26]([N:33]1[CH2:38][CH2:37][CH:36]([CH2:39][CH2:40][NH2:41])[CH2:35][CH2:34]1)[C:27]1[CH:32]=[CH:31][CH:30]=[CH:29][CH:28]=1. Product: [CH2:26]([N:33]1[CH2:38][CH2:37][CH:36]([CH2:39][CH2:40][NH:41][C:11](=[O:13])[CH2:10][C:3]2[C:4]3[C:9](=[CH:8][CH:7]=[CH:6][CH:5]=3)[NH:1][CH:2]=2)[CH2:35][CH2:34]1)[C:27]1[CH:32]=[CH:31][CH:30]=[CH:29][CH:28]=1. The catalyst class is: 1.